From a dataset of NCI-60 drug combinations with 297,098 pairs across 59 cell lines. Regression. Given two drug SMILES strings and cell line genomic features, predict the synergy score measuring deviation from expected non-interaction effect. Drug 1: C1CCC(C1)C(CC#N)N2C=C(C=N2)C3=C4C=CNC4=NC=N3. Drug 2: C1CC(=O)NC(=O)C1N2C(=O)C3=CC=CC=C3C2=O. Cell line: ACHN. Synergy scores: CSS=9.30, Synergy_ZIP=2.56, Synergy_Bliss=7.97, Synergy_Loewe=3.69, Synergy_HSA=5.44.